From a dataset of Full USPTO retrosynthesis dataset with 1.9M reactions from patents (1976-2016). Predict the reactants needed to synthesize the given product. Given the product [Cl:1][C:2]1[CH:31]=[CH:30][C:5]([CH2:6][NH:7][C:8]([C:10]2[C:19](=[O:20])[C:18]3[C:13](=[C:14]([C:35]#[C:34][C@@H:33]([OH:36])[CH3:32])[CH:15]=[C:16]([CH2:21][N:22]4[CH2:27][CH2:26][O:25][CH2:24][CH2:23]4)[CH:17]=3)[N:12]([CH3:29])[CH:11]=2)=[O:9])=[CH:4][CH:3]=1, predict the reactants needed to synthesize it. The reactants are: [Cl:1][C:2]1[CH:31]=[CH:30][C:5]([CH2:6][NH:7][C:8]([C:10]2[C:19](=[O:20])[C:18]3[C:13](=[C:14](I)[CH:15]=[C:16]([CH2:21][N:22]4[CH2:27][CH2:26][O:25][CH2:24][CH2:23]4)[CH:17]=3)[N:12]([CH3:29])[CH:11]=2)=[O:9])=[CH:4][CH:3]=1.[CH3:32][C@@H:33]([OH:36])[C:34]#[CH:35].CN(C=O)C.